From a dataset of Catalyst prediction with 721,799 reactions and 888 catalyst types from USPTO. Predict which catalyst facilitates the given reaction. (1) Reactant: [CH:1]1([NH:6][C:7]2[C:12]([CH:13]=[N:14][C:15]3[C:20]([F:21])=[CH:19][CH:18]=[C:17]([O:22][CH2:23][CH3:24])[C:16]=3[F:25])=[CH:11][N:10]=[C:9]([S:26][CH3:27])[N:8]=2)[CH2:5][CH2:4][CH2:3][CH2:2]1.[H-].[H-].[H-].[H-].[Li+].[Al+3]. Product: [CH:1]1([NH:6][C:7]2[C:12]([CH2:13][NH:14][C:15]3[C:20]([F:21])=[CH:19][CH:18]=[C:17]([O:22][CH2:23][CH3:24])[C:16]=3[F:25])=[CH:11][N:10]=[C:9]([S:26][CH3:27])[N:8]=2)[CH2:2][CH2:3][CH2:4][CH2:5]1. The catalyst class is: 1. (2) Reactant: [H-].[Na+].[Cl:3][C:4]1[CH:9]=[C:8]([OH:10])[CH:7]=[CH:6][N:5]=1.OC1C=CC=CN=1.[F:18][C:19]1[CH:24]=[C:23](F)[C:22]([F:26])=[CH:21][C:20]=1[N+:27]([O-:29])=[O:28]. Product: [Cl:3][C:4]1[CH:9]=[C:8]([O:10][C:23]2[CH:24]=[C:19]([F:18])[C:20]([N+:27]([O-:29])=[O:28])=[CH:21][C:22]=2[F:26])[CH:7]=[CH:6][N:5]=1. The catalyst class is: 3. (3) Reactant: [F:1][C:2]([F:20])([C:7]1[C:11]([C:12]([F:15])([F:14])[F:13])=[C:10]([C:16]([O:18]C)=[O:17])[NH:9][N:8]=1)[C:3]([F:6])([F:5])[F:4].C(=O)([O-])[O-].[K+].[K+].I[CH2:28][CH3:29].[OH-].[Na+].Cl. Product: [CH2:28]([N:9]1[C:10]([C:16]([OH:18])=[O:17])=[C:11]([C:12]([F:14])([F:15])[F:13])[C:7]([C:2]([F:1])([F:20])[C:3]([F:5])([F:6])[F:4])=[N:8]1)[CH3:29]. The catalyst class is: 95. (4) Reactant: [Br:1][C:2]1[CH:7]=[CH:6][CH:5]=[CH:4][C:3]=1[S:8](Cl)(=[O:10])=[O:9].[C:12](N)([CH3:15])([CH3:14])[CH3:13].C([N:19](CC)CC)C.O. Product: [Br:1][C:2]1[CH:7]=[CH:6][CH:5]=[CH:4][CH:3]=1.[C:12]([S:8]([NH2:19])(=[O:10])=[O:9])([CH3:15])([CH3:14])[CH3:13]. The catalyst class is: 4. (5) Reactant: C[O:2][C:3](=[O:44])[C:4]([C:7]1[CH:12]=[CH:11][C:10]([NH:13][C:14]([C@H:16]2[C@H:20]([C:21]3[CH:26]=[CH:25][CH:24]=[C:23]([Cl:27])[C:22]=3[F:28])[C@:19]([C:31]3[CH:36]=[CH:35][C:34]([Cl:37])=[CH:33][C:32]=3[F:38])([C:29]#[N:30])[C@H:18]([CH2:39][C:40]([CH3:43])([CH3:42])[CH3:41])[NH:17]2)=[O:15])=[CH:9][CH:8]=1)([CH3:6])[CH3:5].[Li+].[OH-]. Product: [Cl:27][C:23]1[C:22]([F:28])=[C:21]([C@@H:20]2[C@:19]([C:31]3[CH:36]=[CH:35][C:34]([Cl:37])=[CH:33][C:32]=3[F:38])([C:29]#[N:30])[C@H:18]([CH2:39][C:40]([CH3:43])([CH3:42])[CH3:41])[NH:17][C@H:16]2[C:14]([NH:13][C:10]2[CH:9]=[CH:8][C:7]([C:4]([CH3:6])([CH3:5])[C:3]([OH:44])=[O:2])=[CH:12][CH:11]=2)=[O:15])[CH:26]=[CH:25][CH:24]=1. The catalyst class is: 87. (6) Product: [C:16]([O:20][C:21]([N:4]([CH2:3][CH2:2][OH:1])[CH2:5][CH2:6][C:7]([OH:9])=[O:8])=[O:22])([CH3:19])([CH3:18])[CH3:17]. Reactant: [OH:1][CH2:2][CH2:3][NH:4][CH2:5][CH2:6][C:7]([OH:9])=[O:8].C(=O)([O-])[O-].[Na+].[Na+].[C:16]([O:20][C:21](O[C:21]([O:20][C:16]([CH3:19])([CH3:18])[CH3:17])=[O:22])=[O:22])([CH3:19])([CH3:18])[CH3:17]. The catalyst class is: 38. (7) Reactant: [NH2:1][C:2]1[CH:7]=[CH:6][C:5]([O:8][CH3:9])=[CH:4][C:3]=1[NH:10][C:11]([C:13]1[N:17]([CH:18]2[CH2:23][CH2:22][N:21]([CH2:24][CH2:25][N:26]([CH3:34])[C:27](=[O:33])[O:28][C:29]([CH3:32])([CH3:31])[CH3:30])[CH2:20][CH2:19]2)[N:16]=[C:15]([C:35]([F:38])([F:37])[F:36])[CH:14]=1)=O.C([O-])([O-])=O.[Na+].[Na+]. Product: [CH3:9][O:8][C:5]1[CH:6]=[CH:7][C:2]2[NH:1][C:11]([C:13]3[N:17]([CH:18]4[CH2:23][CH2:22][N:21]([CH2:24][CH2:25][N:26]([CH3:34])[C:27](=[O:33])[O:28][C:29]([CH3:31])([CH3:30])[CH3:32])[CH2:20][CH2:19]4)[N:16]=[C:15]([C:35]([F:36])([F:38])[F:37])[CH:14]=3)=[N:10][C:3]=2[CH:4]=1. The catalyst class is: 15. (8) Reactant: Br[C:2]1[CH:3]=[C:4]2[C:12](=[CH:13][CH:14]=1)[NH:11][C:10]1[C:9]([O:15][CH2:16][CH2:17][N:18]([CH2:21][CH3:22])[CH2:19][CH3:20])=[C:8]3[NH:23][C:24]4[CH:25]=[CH:26][C:27](Br)=[CH:28][C:29]=4[C:7]3=[CH:6][C:5]2=1. Product: [CH:3]1[CH:2]=[CH:14][CH:13]=[C:12]2[C:4]=1[C:5]1[CH:6]=[C:7]3[C:29]4[CH:28]=[CH:27][CH:26]=[CH:25][C:24]=4[NH:23][C:8]3=[C:9]([O:15][CH2:16][CH2:17][N:18]([CH2:19][CH3:20])[CH2:21][CH3:22])[C:10]=1[NH:11]2. The catalyst class is: 394.